Dataset: Aqueous solubility values for 9,982 compounds from the AqSolDB database. Task: Regression/Classification. Given a drug SMILES string, predict its absorption, distribution, metabolism, or excretion properties. Task type varies by dataset: regression for continuous measurements (e.g., permeability, clearance, half-life) or binary classification for categorical outcomes (e.g., BBB penetration, CYP inhibition). For this dataset (solubility_aqsoldb), we predict Y. (1) The compound is CC(c1ccc(O)cc1)(c1ccc(O)cc1)c1ccc(O)cc1. The Y is -4.09 log mol/L. (2) The molecule is NS(=O)(=O)c1cc(S(=O)(=O)c2ccc(O)cc2)co1. The Y is -2.40 log mol/L. (3) The compound is Brc1cccc(Br)c1. The Y is -3.54 log mol/L. (4) The compound is CC1=CCC(C(C)C)CC1. The Y is -5.01 log mol/L. (5) The molecule is CC(=O)OC1(C)CCC2C3CCC4=CC(=O)CCC4(C)C3CCC21C. The Y is -5.28 log mol/L. (6) The drug is Oc1cc(O)c2ccccc2c1. The Y is -1.95 log mol/L. (7) The drug is O=c1nc(-c2ccccc2)[nH]c(-c2ccccc2)n1. The Y is -5.49 log mol/L. (8) The compound is CC(C)(COC(=O)c1ccccc1)COC(=O)c1ccccc1. The Y is -5.42 log mol/L. (9) The drug is CC(C)(c1ccc(O)cc1)c1ccc(O)cc1. The Y is -2.88 log mol/L.